Dataset: CYP1A2 inhibition data for predicting drug metabolism from PubChem BioAssay. Task: Regression/Classification. Given a drug SMILES string, predict its absorption, distribution, metabolism, or excretion properties. Task type varies by dataset: regression for continuous measurements (e.g., permeability, clearance, half-life) or binary classification for categorical outcomes (e.g., BBB penetration, CYP inhibition). Dataset: cyp1a2_veith. (1) The molecule is O=C(N/N=C\c1cccc(O)c1)c1ccncc1. The result is 0 (non-inhibitor). (2) The drug is CC1CC2=C(NC(=S)NC2c2ccc(F)cc2)/C(=C/c2ccc(F)cc2)C1. The result is 1 (inhibitor). (3) The compound is O=C(COC(=O)c1cccc(S(=O)(=O)N2CCN(c3ccccc3)CC2)c1)NCc1ccco1. The result is 0 (non-inhibitor).